This data is from Catalyst prediction with 721,799 reactions and 888 catalyst types from USPTO. The task is: Predict which catalyst facilitates the given reaction. (1) Reactant: [C:1](Cl)(=[O:4])[CH:2]=[CH2:3].[NH2:6][C:7]1[C:8]([N:34]([CH2:36][CH2:37][N:38]([CH3:40])[CH3:39])[CH3:35])=[CH:9][C:10]([O:32][CH3:33])=[C:11]([NH:13][C:14]2[N:19]=[C:18]([C:20]3[C:28]4[C:23](=[CH:24][CH:25]=[CH:26][CH:27]=4)[N:22]([CH3:29])[CH:21]=3)[C:17]([C:30]#[N:31])=[CH:16][N:15]=2)[CH:12]=1.CCN(C(C)C)C(C)C. Product: [C:30]([C:17]1[C:18]([C:20]2[C:28]3[C:23](=[CH:24][CH:25]=[CH:26][CH:27]=3)[N:22]([CH3:29])[CH:21]=2)=[N:19][C:14]([NH:13][C:11]2[C:10]([O:32][CH3:33])=[CH:9][C:8]([N:34]([CH2:36][CH2:37][N:38]([CH3:39])[CH3:40])[CH3:35])=[C:7]([NH:6][C:1](=[O:4])[CH:2]=[CH2:3])[CH:12]=2)=[N:15][CH:16]=1)#[N:31]. The catalyst class is: 2. (2) Reactant: [Br:1][C:2]1[CH:7]=[CH:6][C:5]([S:8](Cl)(=[O:10])=[O:9])=[CH:4][C:3]=1[O:12][CH3:13].[NH:14]1[CH2:19][CH2:18][O:17][CH2:16][CH2:15]1. Product: [Br:1][C:2]1[CH:7]=[CH:6][C:5]([S:8]([N:14]2[CH2:19][CH2:18][O:17][CH2:16][CH2:15]2)(=[O:10])=[O:9])=[CH:4][C:3]=1[O:12][CH3:13]. The catalyst class is: 3. (3) Product: [F:43][C:40]1[CH:39]=[CH:38][C:37]([CH2:36][N:33]2[C:34](=[O:35])[C:30]3[C:31](=[C:22]([C:20]([NH:19][CH2:18][CH2:17][P:8]([OH:10])([O:7][CH:5]([CH3:6])[C:4]([OH:45])=[O:3])=[O:9])=[O:21])[C:23]4[CH:24]=[CH:25][CH:26]=[N:27][C:28]=4[C:29]=3[OH:44])[CH2:32]2)=[CH:42][CH:41]=1. The catalyst class is: 10. Reactant: C([O:3][C:4](=[O:45])[CH:5]([O:7][P:8]([CH2:17][CH2:18][NH:19][C:20]([C:22]1[C:23]2[CH:24]=[CH:25][CH:26]=[N:27][C:28]=2[C:29]([OH:44])=[C:30]2[C:34](=[O:35])[N:33]([CH2:36][C:37]3[CH:42]=[CH:41][C:40]([F:43])=[CH:39][CH:38]=3)[CH2:32][C:31]=12)=[O:21])([O:10]C1C=CC=CC=1)=[O:9])[CH3:6])C.O.[OH-].[Na+]. (4) Reactant: [O:1]=[C:2]1[CH:11]=[CH:10][C:9]2[C:4](=[CH:5][CH:6]=[C:7]([O:12][C:13]([F:16])([F:15])[F:14])[CH:8]=2)[N:3]1[CH2:17][C:18]([O:20]C)=[O:19].[Li+].[OH-].O.Cl. Product: [O:1]=[C:2]1[CH:11]=[CH:10][C:9]2[C:4](=[CH:5][CH:6]=[C:7]([O:12][C:13]([F:15])([F:14])[F:16])[CH:8]=2)[N:3]1[CH2:17][C:18]([OH:20])=[O:19]. The catalyst class is: 20. (5) Reactant: [CH2:1]([O:8][C:9]1[CH:14]=[CH:13][C:12]([C@@H:15]([OH:37])[CH2:16][NH:17][CH2:18][CH2:19][O:20][C:21]2(C(OC)=O)[CH:26]=[CH:25][C:24]([C:27]3[CH:32]=[CH:31][CH:30]=[CH:29][CH:28]=3)=[CH:23][CH2:22]2)=[CH:11][C:10]=1[NH:38][S:39]([CH3:42])(=[O:41])=[O:40])[C:2]1[CH:7]=[CH:6][CH:5]=[CH:4][CH:3]=1.[OH-:43].[Na+].[CH2:45]([OH:47])C.Cl. Product: [CH2:1]([O:8][C:9]1[CH:14]=[CH:13][C:12]([C@@H:15]([OH:37])[CH2:16][NH:17][CH2:18][CH2:19][O:20][C:21]2[CH:26]=[CH:25][C:24]([C:27]3[CH:32]=[CH:31][C:30]([C:45]([OH:47])=[O:43])=[CH:29][CH:28]=3)=[CH:23][CH:22]=2)=[CH:11][C:10]=1[NH:38][S:39]([CH3:42])(=[O:41])=[O:40])[C:2]1[CH:7]=[CH:6][CH:5]=[CH:4][CH:3]=1. The catalyst class is: 7. (6) Reactant: [CH3:1][C:2](=[CH:4][CH2:5][CH2:6]/[C:7](=[CH:9]/[CH2:10][OH:11])/[CH3:8])[CH3:3].[C:12]1(=[O:18])OC(=O)C[CH2:13]1.N1C=CC=CC=1.[Cl:25]CCl. Product: [Cl:25][CH2:13][C:12]([O:11][CH2:10]/[CH:9]=[C:7](\[CH3:8])/[CH2:6][CH2:5][CH:4]=[C:2]([CH3:1])[CH3:3])=[O:18]. The catalyst class is: 142.